This data is from Forward reaction prediction with 1.9M reactions from USPTO patents (1976-2016). The task is: Predict the product of the given reaction. (1) Given the reactants [CH2:1]([O:3][C:4]([C:6]1[N:7]([C:26]2[CH:31]=[CH:30][C:29]([O:32][CH:33]([CH3:35])[CH3:34])=[CH:28][CH:27]=2)[C:8]2[C:13]([C:14]=1[NH2:15])=[CH:12][C:11]([C:16]1[CH:21]=[CH:20][C:19]([C:22]([CH3:25])([CH3:24])[CH3:23])=[CH:18][CH:17]=1)=[CH:10][CH:9]=2)=[O:5])[CH3:2].[H-].[Na+].[CH3:38]I.O, predict the reaction product. The product is: [CH2:1]([O:3][C:4]([C:6]1[N:7]([C:26]2[CH:27]=[CH:28][C:29]([O:32][CH:33]([CH3:34])[CH3:35])=[CH:30][CH:31]=2)[C:8]2[C:13]([C:14]=1[NH:15][CH3:38])=[CH:12][C:11]([C:16]1[CH:21]=[CH:20][C:19]([C:22]([CH3:25])([CH3:24])[CH3:23])=[CH:18][CH:17]=1)=[CH:10][CH:9]=2)=[O:5])[CH3:2]. (2) The product is: [CH3:28][N:9]1[C:8]2[N:7]=[C:5]([C:4]3[CH:29]=[CH:30][CH:31]=[C:2]([CH3:1])[CH:3]=3)[N:14]([CH2:15][C:16]3[CH:17]=[CH:18][C:19]([C:22]([F:23])([F:24])[F:25])=[CH:20][CH:21]=3)[C:13]=2[C:12](=[O:26])[NH:11][C:10]1=[O:27]. Given the reactants [CH3:1][C:2]1[CH:3]=[C:4]([CH:29]=[CH:30][CH:31]=1)[C:5]([NH:7][C:8]1[N:9]([CH3:28])[C:10](=[O:27])[NH:11][C:12](=[O:26])[C:13]=1[NH:14][CH2:15][C:16]1[CH:21]=[CH:20][C:19]([C:22]([F:25])([F:24])[F:23])=[CH:18][CH:17]=1)=O.[OH-].[Na+], predict the reaction product.